This data is from Peptide-MHC class II binding affinity with 134,281 pairs from IEDB. The task is: Regression. Given a peptide amino acid sequence and an MHC pseudo amino acid sequence, predict their binding affinity value. This is MHC class II binding data. (1) The MHC is DRB1_0401 with pseudo-sequence DRB1_0401. The binding affinity (normalized) is 0.472. The peptide sequence is GDGFIDFNEFISFCN. (2) The peptide sequence is VYHQINHLKTVLEEK. The MHC is DRB1_1501 with pseudo-sequence DRB1_1501. The binding affinity (normalized) is 0.314. (3) The peptide sequence is GGSILKISNKYHTKG. The MHC is HLA-DPA10201-DPB10101 with pseudo-sequence HLA-DPA10201-DPB10101. The binding affinity (normalized) is 0.410. (4) The peptide sequence is GKNVVNVQTKPSLFK. The MHC is HLA-DQA10501-DQB10402 with pseudo-sequence HLA-DQA10501-DQB10402. The binding affinity (normalized) is 0.502.